This data is from Experimentally validated miRNA-target interactions with 360,000+ pairs, plus equal number of negative samples. The task is: Binary Classification. Given a miRNA mature sequence and a target amino acid sequence, predict their likelihood of interaction. (1) The miRNA is hsa-miR-331-5p with sequence CUAGGUAUGGUCCCAGGGAUCC. The protein sequence of the target gene is MNRFGTRLVGATATPPPPPKARSNENLDKIDMSLDDIIKLNRKEGKKQNFPRLNRRLQQSGTRQFRMRVRWGIQQNSGFGKTSLSRRGRVLPGKRRPYGVITGLAARKATGIRKGISPMNRPPLSDKNIERYFPALKRKTSLLRQNEVQRKQVAVLKRPNQLNRKNNIPANFTRNGNKLSHQKDTRQATFLFRRGLKVQTQLNTEQLIDDVVAKRTRQWRTSTTNGGILTVSIDNPGAVQCPVTQKPRLTRTAVPSFLTKREQSDVKKVPKGVPLQFDINSVGKQTGMTLNERFGILKEQ.... Result: 0 (no interaction). (2) The miRNA is hsa-miR-766-5p with sequence AGGAGGAAUUGGUGCUGGUCUU. The protein sequence of the target gene is MRPAAAKVPKWLLLALSALLPQWPAASAWELTILHTNDVHSRLEQTSDDSTKCLNASLCVGGVARLFTKVQQIRKEEPNVLFLDAGDQYQGTIWFTVYKGLEVAHFMNILGYDAMALGNHEFDNGVEGLIDPLLRNVKFPILSANIKARGPLAHQISGLFLPSKVLSVGGEVVGIVGYTSKETPFLSNPGTNLVFEDEISALQPEVDKLKTLNVNKIIALGHSGFEMDKLIAQKVRGVDIVVGGHSNTFLYTGNPPSKEVPAGKYPFIVTADDGRQVPVVQAYAFGKYLGYLKVEFDDKG.... Result: 0 (no interaction). (3) The miRNA is hsa-miR-23b-3p with sequence AUCACAUUGCCAGGGAUUACCAC. The protein sequence of the target gene is MPLSDFILALKDNPYFGAGFGLVGVGTALALARKGVQLGLVAFRRHYMITLEVPARDRSYAWLLSWLTRHSTRTQHLSVETSYLQHESGRISTKFEFVPSPGNHFIWYRGKWIRVERSREMQMIDLQTGTPWESVTFTALGTDRKVFFNILEEARELALQQEEGKTVMYTAVGSEWRPFGYPRRRRPLNSVVLQQGLADRIVRDVQEFIDNPKWYTDRGIPYRRGYLLYGPPGCGKSSFITALAGELEHSICLLSLTDSSLSDDRLNHLLSVAPQQSLVLLEDVDAAFLSRDLAVENPVK.... Result: 1 (interaction). (4) The miRNA is mmu-miR-486b-5p with sequence UCCUGUACUGAGCUGCCCCGAG. The protein sequence of the target gene is MPPILQRLQQATKMMSRRKILLLVLGCSTVSLLIHQGAQLSWYPKLFPLSCPPLRNSPPRPKHMTVAFLKTHKTAGTTVQNILFRFAERHNLTVALPHPSCEHQFCYPRNFSAHFVHPATRPPHVLASHLRFDRAELERLMPPSTVYVTILREPAAMFESLFSYYNQYCPAFRRVPNASLEAFLRAPEAYYRAGEHFAMFAHNTLAYDLGGDNERSPRDDAAYLAGLIRQVEEVFSLVMIAEYFDESLVLLRRLLAWDLDDVLYAKLNARAASSRLAAIPAALARAARTWNALDAGLYDH.... Result: 0 (no interaction). (5) The miRNA is mmu-miR-340-5p with sequence UUAUAAAGCAAUGAGACUGAUU. The protein sequence of the target gene is MDQSGMEIPVTLIIKAPNQKYSDQTISCFLNWTVGKLKTHLSNVYPSKPLTKDQRLVYSGRLLPDHLQLKDILRKQDEYHMVHLVCASRSPPSSPKSSTDRGSHEALASSTSSNSDHSDSTTPSPSQESLSLVTGSSEGLRQRTLSQAQTDPAQSHQFPYVIQGNVDHQFPGQGVPPAFPVYPALSPLQMLWWQQMYAHQYYMQYQAAVSAQATSSAGSAQRAASSPLNLAHVPGEEPPPAPNLVAQENGPMNENVQMNAQGGPVLNEEDLNRDWLDWVYTFSRAAVLLSIVYFYSSFSR.... Result: 1 (interaction). (6) The miRNA is hsa-miR-6499-3p with sequence AGCAGUGUUUGUUUUGCCCACA. The protein sequence of the target gene is MSQGDSNPAAIPHAAEDIQGDDRWMSQHNRFVLDCKDKEPDVLFVGDSMVQLMQQYEIWRELFSPLHALNFGIGGDTTRHVLWRLKNGELENIKPKVIVVWVGTNNHENTAEEVAGGIEAIVQLINTRQPQAKIIVLGLLPRGEKPNPLRQKNAKVNQLLKVSLPKLANVQLLDIDGGFVHSDGAISCHDMFDFLHLTGGGYAKICKPLHELIMQLLEETPEEKQTTIA. Result: 0 (no interaction).